From a dataset of Full USPTO retrosynthesis dataset with 1.9M reactions from patents (1976-2016). Predict the reactants needed to synthesize the given product. (1) Given the product [F:53][C:54]1[CH:59]=[C:58]([F:60])[CH:57]=[CH:56][C:55]=1[NH:61][C:62](=[O:63])[NH:32][C:33]1[CH:34]=[CH:35][C:36]([C:39]2[S:43][C:42]([CH2:44][CH2:45][C:46]([CH3:52])([CH3:51])[C:47]([O:49][CH3:50])=[O:48])=[N:41][CH:40]=2)=[CH:37][CH:38]=1, predict the reactants needed to synthesize it. The reactants are: FC(F)(F)C1C=C(NC(=O)NC2C=CC(C3SC(CCC(OC)=O)=NC=3)=CC=2)C=CC=1.[NH2:32][C:33]1[CH:38]=[CH:37][C:36]([C:39]2[S:43][C:42]([CH2:44][CH2:45][C:46]([CH3:52])([CH3:51])[C:47]([O:49][CH3:50])=[O:48])=[N:41][CH:40]=2)=[CH:35][CH:34]=1.[F:53][C:54]1[CH:59]=[C:58]([F:60])[CH:57]=[CH:56][C:55]=1[N:61]=[C:62]=[O:63]. (2) Given the product [F:29][C:2]([F:1])([F:28])[C:3]1[CH:4]=[C:5]([CH:25]=[CH:26][CH:27]=1)[CH2:6][O:7][N:8]=[C:9]1[CH2:10][CH2:11][N:12]([S:15]([C:18]2[CH:23]=[CH:22][C:21]([NH:24][CH2:37][CH2:38][OH:39])=[CH:20][CH:19]=2)(=[O:16])=[O:17])[CH2:13][CH2:14]1, predict the reactants needed to synthesize it. The reactants are: [F:1][C:2]([F:29])([F:28])[C:3]1[CH:4]=[C:5]([CH:25]=[CH:26][CH:27]=1)[CH2:6][O:7][N:8]=[C:9]1[CH2:14][CH2:13][N:12]([S:15]([C:18]2[CH:23]=[CH:22][C:21]([NH2:24])=[CH:20][CH:19]=2)(=[O:17])=[O:16])[CH2:11][CH2:10]1.N1C=CC=CC=1.Cl[CH2:37][CH2:38][O:39]C(Cl)=O.[OH-].[K+]. (3) Given the product [CH3:1][N:2]1[CH2:17][CH:16]([C:18]2[CH:23]=[CH:22][CH:21]=[CH:20][CH:19]=2)[C:4]2([CH2:5][CH2:6][NH:7][CH2:8]2)[C:3]1=[O:24], predict the reactants needed to synthesize it. The reactants are: [CH3:1][N:2]1[CH2:17][CH:16]([C:18]2[CH:23]=[CH:22][CH:21]=[CH:20][CH:19]=2)[C:4]2([CH2:8][N:7](C(OC(C)(C)C)=O)[CH2:6][CH2:5]2)[C:3]1=[O:24].C(O)(C(F)(F)F)=O.